This data is from Forward reaction prediction with 1.9M reactions from USPTO patents (1976-2016). The task is: Predict the product of the given reaction. (1) Given the reactants CC1(C)S[C@@H]2[C@H](NC([CH2:13][C:14]3[CH:15]=[CH:16][CH:17]=C[CH:19]=3)=O)C(=O)N2[C@H]1C([O-])=O.[K+].[CH3:25][C@@H]1O[C@@H](O[C@H]2[C@H](O)[C@@H](O)[C@H](N=C(N)N)[C@@H](O)[C@@H]2N=C(N)N)[C@H](O[C@@H]2O[C@@H](CO)[C@H](O)[C@@H](O)[C@@H]2NC)[C@@]1(O)C=O.OS(O)(=O)=O.C[C@@H]1[C@@H](O)[C@@H](C)[C@H](C)OC(=O)C[C@H](O)C[C@H](O)CC[C@@H](O)[C@H:97](O)[CH2:96][C@H:95](O)[CH2:94][C@@:92]2(O)O[C@H:88]([C@H:89]([C:121](O)=O)[C@@H:90](O)[CH2:91]2)C[C@@H](O[C@@H]2O[C@H](C)[C@@H](O)[C@H](N)[C@@H]2O)C=CC=CC=CC=CC=CC=CC=C1.[C:135](=[O:137])=O.C(N([CH2:154][C:155](O)=O)CC(O)=O)CN(CC(O)=O)CC(O)=O, predict the reaction product. The product is: [CH3:25][C:94]1[CH2:92][CH2:91][CH2:90][C:89]([CH3:88])([CH3:121])[C:95]=1/[CH:96]=[CH:97]/[C:155](/[CH3:154])=[CH:17]/[CH:16]=[CH:15]/[C:14](/[CH3:19])=[CH:13]/[CH:135]=[O:137]. (2) Given the reactants [CH3:1][O:2][C:3]([C:5]1[C:10]([C:11]2[CH:16]=[C:15]([O:17][CH3:18])[C:14]([O:19][CH3:20])=[C:13]([O:21][CH3:22])[CH:12]=2)=[C:9]([C:23]#[N:24])[C:8](=[S:25])[NH:7][C:6]=1[CH3:26])=[O:4].C(O)C.Br[CH2:31][C:32]([C:34]1[CH:43]=[CH:42][C:41]2[C:36](=[CH:37][CH:38]=[CH:39][CH:40]=2)[CH:35]=1)=[O:33], predict the reaction product. The product is: [CH3:1][O:2][C:3]([C:5]1[C:10]([C:11]2[CH:16]=[C:15]([O:17][CH3:18])[C:14]([O:19][CH3:20])=[C:13]([O:21][CH3:22])[CH:12]=2)=[C:9]2[C:23]([NH2:24])=[C:31]([C:32]([C:34]3[CH:43]=[CH:42][C:41]4[C:36](=[CH:37][CH:38]=[CH:39][CH:40]=4)[CH:35]=3)=[O:33])[S:25][C:8]2=[N:7][C:6]=1[CH3:26])=[O:4].